The task is: Predict the product of the given reaction.. This data is from Forward reaction prediction with 1.9M reactions from USPTO patents (1976-2016). (1) Given the reactants [I:1][C:2]1[CH:7]=[CH:6][C:5]([C:8](=[O:10])[CH3:9])=[CH:4][CH:3]=1.[Br:11]Br.Br, predict the reaction product. The product is: [Br:11][CH2:9][C:8]([C:5]1[CH:6]=[CH:7][C:2]([I:1])=[CH:3][CH:4]=1)=[O:10]. (2) Given the reactants N1(CCNC(=O)/C=C/C2C=CC=CC=2F)C2C=CC=CC=2N=C1.[N:24]1([CH2:33][CH2:34][N:35]2C(=O)C3C(=CC=CC=3)C2=O)[C:32]2[C:27](=[CH:28][CH:29]=[CH:30][CH:31]=2)[CH:26]=[CH:25]1.O.NN, predict the reaction product. The product is: [N:24]1([CH2:33][CH2:34][NH2:35])[C:32]2[C:27](=[CH:28][CH:29]=[CH:30][CH:31]=2)[CH:26]=[CH:25]1. (3) Given the reactants [CH2:1]([N:8]1[CH2:18][CH2:17][C:11]2[N:12]=[CH:13][NH:14][C:15](=O)[C:10]=2[CH2:9]1)[C:2]1[CH:7]=[CH:6][CH:5]=[CH:4][CH:3]=1.P(Cl)(Cl)([Cl:21])=O.C(#N)C.C(=O)(O)[O-].[Na+], predict the reaction product. The product is: [CH2:1]([N:8]1[CH2:18][CH2:17][C:11]2[N:12]=[CH:13][N:14]=[C:15]([Cl:21])[C:10]=2[CH2:9]1)[C:2]1[CH:7]=[CH:6][CH:5]=[CH:4][CH:3]=1. (4) Given the reactants [F:1][C:2]1[CH:7]=[CH:6][C:5]([N:8]2[C:12]([CH3:13])=[CH:11][C:10]([CH3:14])=[N:9]2)=[CH:4][CH:3]=1.[Cl:15][S:16](O)(=[O:18])=[O:17].S(Cl)(Cl)(=O)=O, predict the reaction product. The product is: [F:1][C:2]1[CH:3]=[CH:4][C:5]([N:8]2[C:12]([CH3:13])=[C:11]([S:16]([Cl:15])(=[O:18])=[O:17])[C:10]([CH3:14])=[N:9]2)=[CH:6][CH:7]=1. (5) The product is: [CH3:22][N:19]1[CH2:20][CH2:21][C:9]2[N:8]([C:3]3[CH:4]=[CH:5][CH:6]=[CH:7][C:2]=3[C:29]3[CH:30]=[CH:31][C:26]([C:25]([NH:24][CH3:23])=[O:41])=[N:27][CH:28]=3)[C:16]3[CH:15]=[CH:14][C:13]([CH3:17])=[CH:12][C:11]=3[C:10]=2[CH2:18]1. Given the reactants Br[C:2]1[CH:7]=[CH:6][CH:5]=[CH:4][C:3]=1[N:8]1[C:16]2[CH:15]=[CH:14][C:13]([CH3:17])=[CH:12][C:11]=2[C:10]2[CH2:18][N:19]([CH3:22])[CH2:20][CH2:21][C:9]1=2.[CH3:23][NH:24][C:25](=[O:41])[C:26]1[CH:31]=[CH:30][C:29](B2OC(C)(C)C(C)(C)O2)=[CH:28][N:27]=1.C([O-])([O-])=O.[K+].[K+], predict the reaction product. (6) Given the reactants BrCCC[C:5]1[CH:15]=[CH:14][CH:13]=[C:7]2[C:8]([NH:10][C:11](=[O:12])[C:6]=12)=[O:9].[CH:16](N(CC)C(C)C)([CH3:18])[CH3:17].[CH3:25][O:26][C:27]1[CH:58]=[C:57]([O:59][CH3:60])[CH:56]=[CH:55][C:28]=1[CH2:29][NH:30][C:31]1[C:32]2[CH:39]=[CH:38][N:37]([C@H:40]3[C@H:47]4[C@H:43]([O:44][C:45]([CH3:49])([CH3:48])[O:46]4)[C@@H:42]([CH2:50][NH:51][CH:52]([CH3:54])[CH3:53])[O:41]3)[C:33]=2[N:34]=[CH:35][N:36]=1, predict the reaction product. The product is: [CH3:25][O:26][C:27]1[CH:58]=[C:57]([O:59][CH3:60])[CH:56]=[CH:55][C:28]=1[CH2:29][NH:30][C:31]1[C:32]2[CH:39]=[CH:38][N:37]([C@H:40]3[C@@H:47]4[O:46][C:45]([CH3:48])([CH3:49])[O:44][C@@H:43]4[C@@H:42]([CH2:50][N:51]([CH:52]([CH3:54])[CH3:53])[CH2:17][CH2:16][CH2:18][N:10]4[C:11](=[O:12])[C:6]5[C:7](=[CH:13][CH:14]=[CH:15][CH:5]=5)[C:8]4=[O:9])[O:41]3)[C:33]=2[N:34]=[CH:35][N:36]=1.